Dataset: CYP1A2 inhibition data for predicting drug metabolism from PubChem BioAssay. Task: Regression/Classification. Given a drug SMILES string, predict its absorption, distribution, metabolism, or excretion properties. Task type varies by dataset: regression for continuous measurements (e.g., permeability, clearance, half-life) or binary classification for categorical outcomes (e.g., BBB penetration, CYP inhibition). Dataset: cyp1a2_veith. (1) The drug is Cc1ccc(N=Nc2c(O)c3ccccc3[nH]c2=O)c(S(=O)(=O)N(C)C)c1. The result is 0 (non-inhibitor). (2) The drug is CN(C(=O)Cn1nnc(-c2cccc(C(F)(F)F)c2)n1)C1CCCCC1. The result is 0 (non-inhibitor). (3) The drug is CCCCOc1ccc(CN2CCC(O)CC2)cc1. The result is 0 (non-inhibitor). (4) The molecule is O=C(/C=C\c1ccccc1)c1ccccc1O. The result is 0 (non-inhibitor). (5) The result is 1 (inhibitor). The compound is Cc1ccc2[nH]c(C)c(/C=N/Nc3nc4ccccc4s3)c2c1.